This data is from Full USPTO retrosynthesis dataset with 1.9M reactions from patents (1976-2016). The task is: Predict the reactants needed to synthesize the given product. Given the product [CH2:28]([O:27][C:25](=[O:26])[CH2:24][CH:9]([C:10]1[CH:15]=[CH:14][C:13]([C:16]([F:18])([F:17])[F:19])=[CH:12][CH:11]=1)[C:8]([C:7]1[CH:6]=[CH:5][N:4]=[CH:3][C:2]=1[Cl:1])=[O:20])[CH3:29], predict the reactants needed to synthesize it. The reactants are: [Cl:1][C:2]1[CH:3]=[N:4][CH:5]=[CH:6][C:7]=1[C:8](=[O:20])[CH2:9][C:10]1[CH:15]=[CH:14][C:13]([C:16]([F:19])([F:18])[F:17])=[CH:12][CH:11]=1.[H-].[Na+].Br[CH2:24][C:25]([O:27][CH2:28][CH3:29])=[O:26].